Dataset: Reaction yield outcomes from USPTO patents with 853,638 reactions. Task: Predict the reaction yield, written as a fraction of the theoretical maximum amount of product (1.0 means a 100% yield; for example, 0.34 means a 34% yield). (1) The reactants are [CH:1]1([S:4]([O:7][CH2:8][CH2:9][CH2:10][CH3:11])(=[O:6])=[O:5])[CH2:3][CH2:2]1.[CH2:12]([Li])[CH2:13][CH2:14]C.C(I)C=C. The catalyst is C1COCC1. The product is [CH2:14]([C:1]1([S:4]([O:7][CH2:8][CH2:9][CH2:10][CH3:11])(=[O:6])=[O:5])[CH2:3][CH2:2]1)[CH:13]=[CH2:12]. The yield is 0.690. (2) The catalyst is C(OCC)C. The product is [Cl:1][C:2]1[CH:3]=[C:4]([N:9]2[CH2:14][CH2:13][N:12]([C:16]([NH:15][C:18]3[CH:27]=[CH:26][CH:25]=[C:24]4[C:19]=3[CH:20]=[CH:21][N:22]=[CH:23]4)=[O:17])[CH2:11][CH2:10]2)[CH:5]=[CH:6][C:7]=1[Cl:8]. The reactants are [Cl:1][C:2]1[CH:3]=[C:4]([N:9]2[CH2:14][CH2:13][NH:12][CH2:11][CH2:10]2)[CH:5]=[CH:6][C:7]=1[Cl:8].[N:15]([C:18]1[CH:27]=[CH:26][CH:25]=[C:24]2[C:19]=1[CH:20]=[CH:21][N:22]=[CH:23]2)=[C:16]=[O:17]. The yield is 0.800. (3) The reactants are [Cl:1][C:2]1[CH:25]=[CH:24][C:5]([CH2:6][N:7]2[CH:12]=[C:11]([CH:13]([OH:22])[C:14]3[CH:19]=[CH:18][CH:17]=[C:16]([O:20][CH3:21])[CH:15]=3)[CH:10]=[CH:9][C:8]2=[O:23])=[CH:4][CH:3]=1. The catalyst is C(Cl)Cl.[O-2].[O-2].[Mn+4]. The product is [Cl:1][C:2]1[CH:3]=[CH:4][C:5]([CH2:6][N:7]2[CH:12]=[C:11]([C:13](=[O:22])[C:14]3[CH:19]=[CH:18][CH:17]=[C:16]([O:20][CH3:21])[CH:15]=3)[CH:10]=[CH:9][C:8]2=[O:23])=[CH:24][CH:25]=1. The yield is 1.00. (4) The reactants are [CH3:1][C:2]1[C:6]([S:7]([N:10]2[CH2:15][CH2:14][CH:13]([C:16]#[N:17])[CH2:12][CH2:11]2)(=[O:9])=[O:8])=[C:5]([CH3:18])[NH:4][N:3]=1.C[Si]([N-][Si](C)(C)C)(C)C.[Li+].[Cl:29][C:30]1[CH:35]=[CH:34][C:33]([CH2:36]Cl)=[CH:32][CH:31]=1.C(O)(=O)CC(CC(O)=O)(C(O)=O)O. The catalyst is C1COCC1.C(Cl)Cl. The product is [Cl:29][C:30]1[CH:35]=[CH:34][C:33]([CH2:36][C:13]2([C:16]#[N:17])[CH2:14][CH2:15][N:10]([S:7]([C:6]3[C:5]([CH3:18])=[N:4][NH:3][C:2]=3[CH3:1])(=[O:9])=[O:8])[CH2:11][CH2:12]2)=[CH:32][CH:31]=1. The yield is 0.340.